Dataset: Reaction yield outcomes from USPTO patents with 853,638 reactions. Task: Predict the reaction yield, written as a fraction of the theoretical maximum amount of product (1.0 means a 100% yield; for example, 0.34 means a 34% yield). (1) The reactants are [Cl:1][C:2]1[CH:11]=[C:10]2[C:5]([C:6]([C:28]3[CH:29]=[C:30](/[CH:34]=[CH:35]/[C:36]([O:38]CC)=[O:37])[CH:31]=[CH:32][CH:33]=3)=[C:7]([CH2:13][C:14]([NH:16][C:17]3[CH:22]=[CH:21][C:20]([Cl:23])=[CH:19][C:18]=3[C:24]([F:27])([F:26])[F:25])=[O:15])[C:8](=[O:12])[O:9]2)=[CH:4][C:3]=1[CH3:41].[OH-].[Na+].Cl. The catalyst is C(O)C.C1COCC1. The product is [Cl:1][C:2]1[CH:11]=[C:10]2[C:5]([C:6]([C:28]3[CH:29]=[C:30](/[CH:34]=[CH:35]/[C:36]([OH:38])=[O:37])[CH:31]=[CH:32][CH:33]=3)=[C:7]([CH2:13][C:14]([NH:16][C:17]3[CH:22]=[CH:21][C:20]([Cl:23])=[CH:19][C:18]=3[C:24]([F:25])([F:27])[F:26])=[O:15])[C:8](=[O:12])[O:9]2)=[CH:4][C:3]=1[CH3:41]. The yield is 0.700. (2) The reactants are Cl[C:2]1[C:11]([CH2:12][OH:13])=[CH:10][C:9]2[C:4](=[C:5]([CH3:14])[CH:6]=[CH:7][CH:8]=2)[N:3]=1.C([O-])([O-])=O.[K+].[K+].[C:21]1(B(O)O)[CH:26]=[CH:25][CH:24]=[CH:23][CH:22]=1. The catalyst is COCCOC.O.CC([O-])=O.CC([O-])=O.[Pd+2].C1C=CC(P(C2C=CC=CC=2)C2C=CC=CC=2)=CC=1. The product is [CH3:14][C:5]1[CH:6]=[CH:7][CH:8]=[C:9]2[C:4]=1[N:3]=[C:2]([C:21]1[CH:26]=[CH:25][CH:24]=[CH:23][CH:22]=1)[C:11]([CH2:12][OH:13])=[CH:10]2. The yield is 0.490.